This data is from Reaction yield outcomes from USPTO patents with 853,638 reactions. The task is: Predict the reaction yield, written as a fraction of the theoretical maximum amount of product (1.0 means a 100% yield; for example, 0.34 means a 34% yield). (1) The reactants are [NH2:1][C:2]1[CH:7]=[CH:6][C:5]([N:8]2[C:14](=[O:15])[CH2:13][C:12](=[O:16])[NH:11][C:10]3[C:17]4[C:22]([CH:23]=[CH:24][C:9]2=3)=[CH:21][CH:20]=[CH:19][CH:18]=4)=[CH:4][C:3]=1[F:25].[I:26][C:27]1[CH:35]=[CH:34][CH:33]=[CH:32][C:28]=1[C:29](Cl)=[O:30].IC1C=CC=CC=1C(NCCN1C(=O)CC(=O)NC2C3C(C=CC1=2)=CC=CC=3)=O. No catalyst specified. The product is [F:25][C:3]1[CH:4]=[C:5]([N:8]2[C:14](=[O:15])[CH2:13][C:12](=[O:16])[NH:11][C:10]3[C:17]4[C:22]([CH:23]=[CH:24][C:9]2=3)=[CH:21][CH:20]=[CH:19][CH:18]=4)[CH:6]=[CH:7][C:2]=1[NH:1][C:29](=[O:30])[C:28]1[CH:32]=[CH:33][CH:34]=[CH:35][C:27]=1[I:26]. The yield is 0.380. (2) The reactants are [ClH:1].C(OC(=O)[NH:8][CH2:9][CH2:10][CH2:11][CH2:12][C:13]1[CH:18]=[CH:17][C:16]([C:19](=[NH:21])[NH2:20])=[CH:15][CH:14]=1)(C)(C)C.C(Cl)[Cl:24].CO. The yield is 0.940. The catalyst is CO. The product is [ClH:24].[ClH:1].[NH2:8][CH2:9][CH2:10][CH2:11][CH2:12][C:13]1[CH:18]=[CH:17][C:16]([C:19]([NH2:21])=[NH:20])=[CH:15][CH:14]=1. (3) The reactants are [CH3:1][N:2]1[CH2:7][CH2:6][N:5]([C:8]2[CH:13]=[CH:12][C:11]([N+:14]([O-])=O)=[CH:10][C:9]=2[CH3:17])[CH2:4][CH2:3]1. The catalyst is CO.[Pd]. The product is [CH3:1][N:2]1[CH2:3][CH2:4][N:5]([C:8]2[CH:13]=[CH:12][C:11]([NH2:14])=[CH:10][C:9]=2[CH3:17])[CH2:6][CH2:7]1. The yield is 0.860. (4) The reactants are [OH:1][C:2]1[C:11]2[C:6](=[CH:7][CH:8]=[CH:9][CH:10]=2)[N:5]=[CH:4][C:3]=1[C:12]([OH:14])=O.CN(C(ON1N=NC2C=CC=NC1=2)=[N+](C)C)C.F[P-](F)(F)(F)(F)F.CCN(C(C)C)C(C)C.[NH2:48][C:49]1[CH:54]=[CH:53][CH:52]=[CH:51][CH:50]=1. The catalyst is CN(C=O)C. The product is [O:1]=[C:2]1[C:11]2[C:6](=[CH:7][CH:8]=[CH:9][CH:10]=2)[NH:5][CH:4]=[C:3]1[C:12]([NH:48][C:49]1[CH:54]=[CH:53][CH:52]=[CH:51][CH:50]=1)=[O:14]. The yield is 0.450. (5) The reactants are Br[C:2]1[C:3]2[C:4]3[CH:17]=[CH:16][S:15][C:5]=3[C:6](=[O:14])[NH:7][C:8]=2[CH:9]=[CH:10][C:11]=1[O:12][CH3:13].[CH3:18][C:19]([C:30]1[CH:35]=[CH:34][C:33](B2OC(C)(C)C(C)(C)O2)=[CH:32][CH:31]=1)([CH3:29])[CH2:20][NH:21][C:22](=[O:28])[O:23][C:24]([CH3:27])([CH3:26])[CH3:25]. No catalyst specified. The product is [CH3:13][O:12][C:11]1[CH:10]=[CH:9][C:8]2[NH:7][C:6](=[O:14])[C:5]3[S:15][CH:16]=[CH:17][C:4]=3[C:3]=2[C:2]=1[C:33]1[CH:32]=[CH:31][C:30]([C:19]([CH3:29])([CH3:18])[CH2:20][NH:21][C:22](=[O:28])[O:23][C:24]([CH3:26])([CH3:25])[CH3:27])=[CH:35][CH:34]=1. The yield is 0.280. (6) The reactants are [N:1]12[CH2:8][CH2:7][CH:4]([CH2:5][CH2:6]1)[C:3](=[O:9])[CH2:2]2.[CH:10](=O)[C:11]1[CH:16]=[CH:15][CH:14]=[CH:13][CH:12]=1.[OH-].[Na+]. The catalyst is C(O)C. The product is [CH:10](=[C:2]1/[N:1]2[CH2:8][CH2:7][CH:4]([C:3]/1=[O:9])[CH2:5][CH2:6]2)/[C:11]1[CH:16]=[CH:15][CH:14]=[CH:13][CH:12]=1. The yield is 0.912. (7) The reactants are Br[C:2]1[CH:7]=[CH:6][C:5]([Br:8])=[CH:4][N:3]=1.C([Li])CCC.[CH3:14][C:15]([CH3:17])=[O:16]. The catalyst is C1(C)C=CC=CC=1. The product is [Br:8][C:5]1[CH:6]=[CH:7][C:2]([C:15]([OH:16])([CH3:17])[CH3:14])=[N:3][CH:4]=1. The yield is 0.480.